From a dataset of Full USPTO retrosynthesis dataset with 1.9M reactions from patents (1976-2016). Predict the reactants needed to synthesize the given product. The reactants are: [CH2:1]([N:3]1[CH2:9][CH2:8][C:7]2[CH:10]=[C:11]([N:14]3[C:18](=[O:19])[CH2:17][C@@H:16](NC(C4SC(Cl)=CC=4)=O)[CH2:15]3)[CH:12]=[CH:13][C:6]=2[CH2:5][CH2:4]1)C.COC1C=CC(P2(SP(C3C=CC([O:49][CH3:50])=CC=3)(=S)S2)=S)=CC=1.[O:51]1CCOCC1. Given the product [CH3:1][N:3]1[CH2:9][CH2:8][C:7]2[CH:10]=[C:11]([N:14]3[C:18](=[O:19])[CH2:17][CH:16]([C:50]([OH:49])=[O:51])[CH2:15]3)[CH:12]=[CH:13][C:6]=2[CH2:5][CH2:4]1, predict the reactants needed to synthesize it.